Dataset: Peptide-MHC class II binding affinity with 134,281 pairs from IEDB. Task: Regression. Given a peptide amino acid sequence and an MHC pseudo amino acid sequence, predict their binding affinity value. This is MHC class II binding data. (1) The peptide sequence is LAARTLLAAADELVG. The MHC is DRB3_0101 with pseudo-sequence DRB3_0101. The binding affinity (normalized) is 0.270. (2) The peptide sequence is QKFVDTILSENGVVA. The MHC is H-2-IAb with pseudo-sequence H-2-IAb. The binding affinity (normalized) is 0.106. (3) The binding affinity (normalized) is 0.978. The MHC is DRB1_1302 with pseudo-sequence DRB1_1302. The peptide sequence is YDKFLANVSTVLTIK. (4) The peptide sequence is NELQIVDKIDAAFKI. The MHC is DRB1_0101 with pseudo-sequence DRB1_0101. The binding affinity (normalized) is 0.393. (5) The peptide sequence is KIGTNPNWVKNCSKI. The MHC is DRB1_0101 with pseudo-sequence DRB1_0101. The binding affinity (normalized) is 0.368. (6) The peptide sequence is KALWIIFSQNMNIKL. The MHC is HLA-DQA10104-DQB10503 with pseudo-sequence HLA-DQA10104-DQB10503. The binding affinity (normalized) is 0.0502.